Task: Predict the reaction yield, written as a fraction of the theoretical maximum amount of product (1.0 means a 100% yield; for example, 0.34 means a 34% yield).. Dataset: Reaction yield outcomes from USPTO patents with 853,638 reactions The reactants are [CH3:1][N:2]1[C:6]([C:7]([NH:9][C:10]2[CH:11]=[C:12]([C:16]#[C:17][C:18]3[CH:19]=[C:20]([C:24]([N:26]=[S:27]([C:30]4[CH:31]=[C:32]([CH:37]=[CH:38][CH:39]=4)[C:33]([O:35]C)=[O:34])([CH3:29])=[O:28])=[O:25])[CH:21]=[N:22][CH:23]=3)[CH:13]=[CH:14][CH:15]=2)=[O:8])=[CH:5][C:4]([CH3:40])=[N:3]1.[OH-].[Na+].C(O)(=O)C. The catalyst is C1COCC1. The product is [CH3:1][N:2]1[C:6]([C:7]([NH:9][C:10]2[CH:11]=[C:12]([C:16]#[C:17][C:18]3[CH:19]=[C:20]([C:24]([N:26]=[S:27]([C:30]4[CH:31]=[C:32]([CH:37]=[CH:38][CH:39]=4)[C:33]([OH:35])=[O:34])([CH3:29])=[O:28])=[O:25])[CH:21]=[N:22][CH:23]=3)[CH:13]=[CH:14][CH:15]=2)=[O:8])=[CH:5][C:4]([CH3:40])=[N:3]1. The yield is 0.620.